The task is: Predict the reactants needed to synthesize the given product.. This data is from Full USPTO retrosynthesis dataset with 1.9M reactions from patents (1976-2016). (1) Given the product [CH:31]1([P:30]([CH:37]2[CH2:42][CH2:41][CH2:40][CH2:39][CH2:38]2)[C:16]2[CH:17]=[CH:18][CH:19]=[CH:20][C:15]=2[C:9]2[C:10]([CH3:14])=[CH:11][C:12]([CH3:13])=[C:7]([C:23]3[CH:28]=[CH:27][CH:26]=[CH:25][CH:24]=3)[C:8]=2[CH3:21])[CH2:36][CH2:35][CH2:34][CH2:33][CH2:32]1, predict the reactants needed to synthesize it. The reactants are: C1COCC1.Br[C:7]1[C:8]([CH3:21])=[C:9]([C:15]2[CH:20]=[CH:19][CH:18]=[CH:17][CH:16]=2)[C:10]([CH3:14])=[CH:11][C:12]=1[CH3:13].Br[C:23]1[CH:28]=[CH:27][CH:26]=[CH:25][C:24]=1Cl.[P:30](Cl)([CH:37]1[CH2:42][CH2:41][CH2:40][CH2:39][CH2:38]1)[CH:31]1[CH2:36][CH2:35][CH2:34][CH2:33][CH2:32]1. (2) Given the product [CH2:1]([NH:5][C:6]([C:8]1[CH:13]=[CH:12][C:11]([C:18]2[CH:19]=[CH:20][C:21]([O:24][CH2:25][CH:26]3[CH2:27][CH2:28][N:29]([C:32]([O:34][CH:35]([CH3:37])[CH3:36])=[O:33])[CH2:30][CH2:31]3)=[CH:22][CH:23]=2)=[CH:10][CH:9]=1)=[O:7])[CH2:2][CH2:3][CH3:4], predict the reactants needed to synthesize it. The reactants are: [CH2:1]([NH:5][C:6]([C:8]1[CH:13]=[CH:12][C:11](B(O)O)=[CH:10][CH:9]=1)=[O:7])[CH2:2][CH2:3][CH3:4].Br[C:18]1[CH:23]=[CH:22][C:21]([O:24][CH2:25][CH:26]2[CH2:31][CH2:30][N:29]([C:32]([O:34][CH:35]([CH3:37])[CH3:36])=[O:33])[CH2:28][CH2:27]2)=[CH:20][CH:19]=1. (3) Given the product [F:18][C:2]1[C:3]2[CH2:12][S:11][CH2:10][C:4]=2[S:5][C:6]=1[C:7]([OH:9])=[O:8], predict the reactants needed to synthesize it. The reactants are: Br[C:2]1[C:3]2[CH2:12][S:11][CH2:10][C:4]=2[S:5][C:6]=1[C:7]([OH:9])=[O:8].[Li]CCCC.[F:18]N(S(C1C=CC=CC=1)(=O)=O)S(C1C=CC=CC=1)(=O)=O.O. (4) Given the product [CH3:39][O:38][C:32]1[CH:33]=[CH:34][C:35]([CH3:37])=[CH:36][C:31]=1[NH:30][C:28]([NH:27][C:24]1[CH:23]=[CH:22][C:21]([N:18]2[CH2:19][CH2:20][NH:15][CH:16]([CH3:40])[CH2:17]2)=[CH:26][CH:25]=1)=[O:29], predict the reactants needed to synthesize it. The reactants are: FC(F)(F)C(O)=O.C(OC([N:15]1[CH2:20][CH2:19][N:18]([C:21]2[CH:26]=[CH:25][C:24]([NH:27][C:28]([NH:30][C:31]3[CH:36]=[C:35]([CH3:37])[CH:34]=[CH:33][C:32]=3[O:38][CH3:39])=[O:29])=[CH:23][CH:22]=2)[CH2:17][CH:16]1[CH3:40])=O)(C)(C)C.C1(OC)C=CC=CC=1. (5) Given the product [Br:1][C:2]1[C:7]2[CH:8]=[C:9]([C:11]([OH:13])=[O:12])[O:10][C:6]=2[CH:5]=[C:4]([Br:14])[C:3]=1[O:15][C:16]1[CH:21]=[CH:20][C:19]([OH:22])=[C:18]([CH:23]([C:24]2[CH:25]=[CH:26][C:27]([F:30])=[CH:28][CH:29]=2)[OH:31])[CH:17]=1, predict the reactants needed to synthesize it. The reactants are: [Br:1][C:2]1[C:7]2[CH:8]=[C:9]([C:11]([OH:13])=[O:12])[O:10][C:6]=2[CH:5]=[C:4]([Br:14])[C:3]=1[O:15][C:16]1[CH:21]=[CH:20][C:19]([OH:22])=[C:18]([C:23](=[O:31])[C:24]2[CH:29]=[CH:28][C:27]([F:30])=[CH:26][CH:25]=2)[CH:17]=1.[BH4-].[Na+]. (6) Given the product [Br:1][C:24]1[C:15]([CH:12]2[CH2:14][CH2:13]2)=[CH:16][C:17]([O:25][CH:26]([CH3:28])[CH3:27])=[C:18]([CH:23]=1)[C:19]([O:21][CH3:22])=[O:20], predict the reactants needed to synthesize it. The reactants are: [Br:1]N1C(=O)NC(=O)N(Br)C1=O.[CH:12]1([C:15]2[CH:24]=[CH:23][C:18]([C:19]([O:21][CH3:22])=[O:20])=[C:17]([O:25][CH:26]([CH3:28])[CH3:27])[CH:16]=2)[CH2:14][CH2:13]1.S([O-])([O-])(=O)=S.[Na+].[Na+].